Dataset: Reaction yield outcomes from USPTO patents with 853,638 reactions. Task: Predict the reaction yield, written as a fraction of the theoretical maximum amount of product (1.0 means a 100% yield; for example, 0.34 means a 34% yield). (1) The reactants are [Si]([O:8][C@@H:9]1[C:17]2[C:12](=[C:13]([C:18]3[S:22][C:21]([C:23]4[CH:24]=[CH:25][C:26]([O:31][CH:32]([CH3:34])[CH3:33])=[C:27]([CH:30]=4)[C:28]#[N:29])=[N:20][CH:19]=3)[CH:14]=[CH:15][CH:16]=2)[CH2:11][CH2:10]1)(C(C)(C)C)(C)C.CCCC[N+](CCCC)(CCCC)CCCC.[F-]. The catalyst is C1COCC1. The product is [OH:8][C@@H:9]1[C:17]2[C:12](=[C:13]([C:18]3[S:22][C:21]([C:23]4[CH:24]=[CH:25][C:26]([O:31][CH:32]([CH3:34])[CH3:33])=[C:27]([CH:30]=4)[C:28]#[N:29])=[N:20][CH:19]=3)[CH:14]=[CH:15][CH:16]=2)[CH2:11][CH2:10]1. The yield is 0.410. (2) The reactants are [CH3:1][O:2][C:3]1[C:8]2[N:9]=[CH:10][S:11][C:7]=2[CH:6]=[CH:5][CH:4]=1.[Li]CCCC.[CH3:17][S:18]SC.O. The catalyst is C1COCC1. The product is [CH3:1][O:2][C:3]1[C:8]2[N:9]=[C:10]([S:18][CH3:17])[S:11][C:7]=2[CH:6]=[CH:5][CH:4]=1. The yield is 1.00.